This data is from Catalyst prediction with 721,799 reactions and 888 catalyst types from USPTO. The task is: Predict which catalyst facilitates the given reaction. (1) Reactant: [S:1]1[CH:5]=[CH:4][C:3]2[CH:6]=[C:7]([CH:10]3[C:19]4[C:14](=[CH:15][C:16]([O:20]C)=[CH:17][CH:18]=4)[CH2:13][N:12]([CH3:22])[CH2:11]3)[CH:8]=[CH:9][C:2]1=2.C([S-])C.[Na+].[NH4+].[Cl-]. The catalyst class is: 3. Product: [S:1]1[CH:5]=[CH:4][C:3]2[CH:6]=[C:7]([CH:10]3[C:19]4[C:14](=[CH:15][C:16]([OH:20])=[CH:17][CH:18]=4)[CH2:13][N:12]([CH3:22])[CH2:11]3)[CH:8]=[CH:9][C:2]1=2. (2) Reactant: [NH2:1][N:2]1[C:11]2[C:6](=[CH:7][CH:8]=[CH:9][CH:10]=2)[C:5]([OH:12])=[C:4]([C:13]2[NH:18][C:17]3[CH:19]=[CH:20][C:21]([O:23][CH2:24][C:25]4[CH:30]=[CH:29][CH:28]=[CH:27][CH:26]=4)=[CH:22][C:16]=3[S:15](=[O:32])(=[O:31])[N:14]=2)[C:3]1=[O:33].[CH:34](=O)[CH2:35][CH:36]([CH3:38])[CH3:37]. Product: [CH2:24]([O:23][C:21]1[CH:20]=[CH:19][C:17]2[NH:18][C:13]([C:4]3[C:3](=[O:33])[N:2](/[N:1]=[CH:34]/[CH2:35][CH:36]([CH3:38])[CH3:37])[C:11]4[C:6]([C:5]=3[OH:12])=[CH:7][CH:8]=[CH:9][CH:10]=4)=[N:14][S:15](=[O:32])(=[O:31])[C:16]=2[CH:22]=1)[C:25]1[CH:26]=[CH:27][CH:28]=[CH:29][CH:30]=1. The catalyst class is: 80. (3) Reactant: [Cl:1][C:2]1[CH:9]=[CH:8][CH:7]=[C:6](F)[C:3]=1[CH:4]=[O:5].[CH:11]([N:13]1[CH2:18][CH2:17][NH:16][CH2:15][CH2:14]1)=[O:12].C(=O)([O-])[O-].[K+].[K+].CN(C=O)C. Product: [Cl:1][C:2]1[C:3]([CH:4]=[O:5])=[C:6]([N:16]2[CH2:17][CH2:18][N:13]([CH:11]=[O:12])[CH2:14][CH2:15]2)[CH:7]=[CH:8][CH:9]=1. The catalyst class is: 6. (4) Reactant: C([O:6][CH2:7][CH3:8])(=O)C(C)O.[OH:9][C:10]1[CH:11]=C(C=CC=1)C=O.F[P-](F)(F)(F)(F)F.N1([O:34][P+:35](N2CCCC2)(N2CCCC2)N2CCCC2)C2C=CC=CC=2N=N1.C(N([CH:57]([CH3:59])[CH3:58])CC)(C)C.[CH3:60][N:61](C)C=O. Product: [NH2:61][CH2:60][C:57]([P:35](=[O:34])([O:6][CH2:7][CH3:8])[O:9][CH2:10][CH3:11])([CH3:58])[CH3:59]. The catalyst class is: 25. (5) Reactant: [CH2:1]1[C:6]2[O:7][C:8]3[CH:13]=[C:12]([N:14]4[CH:19]=[CH:18][C:17]([C:20]5[CH:21]=[N:22][C:23]([C:26]([F:29])([F:28])[F:27])=[CH:24][CH:25]=5)=[CH:16][C:15]4=[O:30])[CH:11]=[CH:10][C:9]=3[C:5]=2[CH2:4][CH2:3][NH:2]1.[ClH:31].CCOCC. Product: [ClH:31].[CH2:1]1[C:6]2[O:7][C:8]3[CH:13]=[C:12]([N:14]4[CH:19]=[CH:18][C:17]([C:20]5[CH:21]=[N:22][C:23]([C:26]([F:29])([F:27])[F:28])=[CH:24][CH:25]=5)=[CH:16][C:15]4=[O:30])[CH:11]=[CH:10][C:9]=3[C:5]=2[CH2:4][CH2:3][NH:2]1. The catalyst class is: 5. (6) Reactant: [CH:1]([N:5]1[C:13]2[C:8](=[CH:9][CH:10]=[CH:11][CH:12]=2)[C:7]([C:14]([OH:16])=O)=[C:6]1[CH3:17])([CH2:3][CH3:4])[CH3:2].C1C=C2N=NN(O)C2=CC=1.N.C(N(CC)CC)C.[NH2:36][CH2:37][C:38]1[C:39]([OH:46])=[N:40][C:41]([CH3:45])=[CH:42][C:43]=1[CH3:44]. Product: [CH:1]([N:5]1[C:13]2[C:8](=[CH:9][CH:10]=[CH:11][CH:12]=2)[C:7]([C:14]([NH:36][CH2:37][C:38]2[C:39]([OH:46])=[N:40][C:41]([CH3:45])=[CH:42][C:43]=2[CH3:44])=[O:16])=[C:6]1[CH3:17])([CH2:3][CH3:4])[CH3:2]. The catalyst class is: 4. (7) The catalyst class is: 382. Reactant: Br[C:2]1[C:3](=[O:15])[C:4]([C:12]([OH:14])=[O:13])=[CH:5][N:6]([CH:9]([CH3:11])[CH3:10])[C:7]=1[CH3:8].[F:16][CH:17]([F:27])[C:18]1[CH:19]=[C:20](B(O)O)[CH:21]=[CH:22][CH:23]=1.C([O-])([O-])=O.[K+].[K+]. Product: [F:16][CH:17]([F:27])[C:18]1[CH:23]=[C:22]([C:2]2[C:3](=[O:15])[C:4]([C:12]([OH:14])=[O:13])=[CH:5][N:6]([CH:9]([CH3:11])[CH3:10])[C:7]=2[CH3:8])[CH:21]=[CH:20][CH:19]=1. (8) Reactant: C(OC([N:8]1[CH2:13][CH2:12][C:11]([CH3:17])([C:14]([OH:16])=[O:15])[CH2:10][CH2:9]1)=O)(C)(C)C.Cl. Product: [CH3:17][C:11]1([C:14]([OH:16])=[O:15])[CH2:12][CH2:13][NH:8][CH2:9][CH2:10]1. The catalyst class is: 12. (9) Reactant: [N:1]12[CH2:8][CH2:7][CH:4]([CH2:5][CH2:6]1)[C@@H:3]([O:9][C:10]([C:12]1([C:19]3[S:20][CH:21]=[CH:22][CH:23]=3)[CH2:18][CH2:17][CH2:16][CH2:15][CH2:14][CH2:13]1)=[O:11])[CH2:2]2.[O:24]1[C:28]2[CH:29]=[CH:30][CH:31]=[CH:32][C:27]=2[C:26]([NH:33][C:34](=[O:37])[CH2:35][Cl:36])=[N:25]1. Product: [Cl-:36].[O:24]1[C:28]2[CH:29]=[CH:30][CH:31]=[CH:32][C:27]=2[C:26]([NH:33][C:34]([CH2:35][N+:1]23[CH2:6][CH2:5][CH:4]([CH2:7][CH2:8]2)[C@@H:3]([O:9][C:10]([C:12]2([C:19]4[S:20][CH:21]=[CH:22][CH:23]=4)[CH2:18][CH2:17][CH2:16][CH2:15][CH2:14][CH2:13]2)=[O:11])[CH2:2]3)=[O:37])=[N:25]1. The catalyst class is: 10.